From a dataset of Peptide-MHC class I binding affinity with 185,985 pairs from IEDB/IMGT. Regression. Given a peptide amino acid sequence and an MHC pseudo amino acid sequence, predict their binding affinity value. This is MHC class I binding data. (1) The peptide sequence is LINLVQYRI. The MHC is HLA-A02:06 with pseudo-sequence HLA-A02:06. The binding affinity (normalized) is 0.207. (2) The peptide sequence is NGSSSMATV. The MHC is H-2-Dd with pseudo-sequence H-2-Dd. The binding affinity (normalized) is 0.107.